This data is from Full USPTO retrosynthesis dataset with 1.9M reactions from patents (1976-2016). The task is: Predict the reactants needed to synthesize the given product. (1) Given the product [CH:2]1([O:1][CH2:8][CH:9]2[CH2:10][CH:11]([C:12]([O:14][CH3:15])=[O:13])[CH2:16][CH2:17][NH:18]2)[CH2:7][CH2:6][CH2:5][CH2:4][CH2:3]1, predict the reactants needed to synthesize it. The reactants are: [O:1]([CH2:8][C:9]1[CH:10]=[C:11]([CH:16]=[CH:17][N:18]=1)[C:12]([O:14][CH3:15])=[O:13])[C:2]1[CH:7]=[CH:6][CH:5]=[CH:4][CH:3]=1. (2) The reactants are: [C:1]([NH:4][C@:5]1([C@@H:54]([CH2:56][CH3:57])[CH3:55])[CH2:9][CH2:8][N:7]([C@@H:10]([CH2:45][CH2:46][C:47]2[CH:52]=[CH:51][CH:50]=[CH:49][CH:48]=2)[C:11]([NH:13][C@@H:14]([CH2:36][C:37]2[CH:42]=[C:41]([F:43])[CH:40]=[C:39]([F:44])[CH:38]=2)[C@@H:15]([C@H:17]2C[CH2:21][CH2:20][CH2:19][N:18]2C(C2C=CC=CC=2)C2C=CC=CC=2)[OH:16])=[O:12])[C:6]1=[O:53])(=[O:3])[CH3:2].FC1C=C(C=C(F)C=1)C[C@H]1[C@@H]([C@H]2C[C@@H]([O:73][C:74]3[CH:75]=[N:76][CH:77]=[CH:78][CH:79]=3)CN2C(C2C=CC=CC=2)C2C=CC=CC=2)OC(=O)N1.C1(P(C2C=CC=CC=2)C2C=CC=CC=2)C=CC=CC=1.CCOC(/N=N/C(OCC)=O)=O.FC1C=C(C=C(F)C=1)C[C@H]1[C@@H]([C@H]2C[C@H](O)CN2C(C2C=CC=CC=2)C2C=CC=CC=2)OC(=O)N1.OC1C=NC=CC=1. Given the product [C:1]([NH:4][C@:5]1([C@@H:54]([CH2:56][CH3:57])[CH3:55])[CH2:9][CH2:8][N:7]([C@@H:10]([CH2:45][CH2:46][C:47]2[CH:48]=[CH:49][CH:50]=[CH:51][CH:52]=2)[C:11]([NH:13][C@@H:14]([CH2:36][C:37]2[CH:38]=[C:39]([F:44])[CH:40]=[C:41]([F:43])[CH:42]=2)[C@H:15]([OH:16])[C@H:17]2[CH2:21][C@@H:20]([O:73][C:74]3[CH:75]=[N:76][CH:77]=[CH:78][CH:79]=3)[CH2:19][NH:18]2)=[O:12])[C:6]1=[O:53])(=[O:3])[CH3:2], predict the reactants needed to synthesize it. (3) Given the product [CH2:14]([CH:5]([C:4](=[O:11])[CH:3]([O:12][CH3:13])[O:2][CH3:1])[C:6]([O:8][CH2:9][CH3:10])=[O:7])[C:15]1[CH:20]=[CH:19][CH:18]=[CH:17][CH:16]=1, predict the reactants needed to synthesize it. The reactants are: [CH3:1][O:2][CH:3]([O:12][CH3:13])[C:4](=[O:11])[CH2:5][C:6]([O:8][CH2:9][CH3:10])=[O:7].[CH2:14](Cl)[C:15]1[CH:20]=[CH:19][CH:18]=[CH:17][CH:16]=1.[O-]CC.[Na+]. (4) Given the product [CH3:28][C:6]1[CH:11]=[CH:10][C:9]([C@H:5]([OH:4])[C:1]2[CH:19]=[CH:14][CH:15]=[CH:3][CH:2]=2)=[CH:8][CH:7]=1, predict the reactants needed to synthesize it. The reactants are: [CH2:1]1[CH2:5][O:4][CH2:3][CH2:2]1.[C:6]1([Mg]Br)[CH:11]=[CH:10][CH:9]=[CH:8][CH:7]=1.[C:14]1([Mg]C2C=CC=CC=2)[CH:19]=CC=C[CH:15]=1.O1CCOC[CH2:28]1. (5) Given the product [OH:6][CH2:23][C:21]([C:20]1[CH:19]=[CH:18][C:17]([N:28]2[CH2:33][CH2:32][O:31][CH2:30][CH2:29]2)=[CH:16][C:15]=1[OH:14])=[O:22], predict the reactants needed to synthesize it. The reactants are: ClC1C=C(C=CC=1)C(OO)=[O:6].C[Si](C)(C)[O:14][C:15]1[CH:16]=[C:17]([N:28]2[CH2:33][CH2:32][O:31][CH2:30][CH2:29]2)[CH:18]=[CH:19][C:20]=1[C:21]([O:23][Si](C)(C)C)=[CH2:22]. (6) Given the product [Br:22][CH:7]1[C:2](=[O:1])[CH2:3][CH2:4][N:5]([C:8]([O:10][C:11]([CH3:14])([CH3:13])[CH3:12])=[O:9])[CH2:6]1, predict the reactants needed to synthesize it. The reactants are: [O:1]=[C:2]1[CH2:7][CH2:6][N:5]([C:8]([O:10][C:11]([CH3:14])([CH3:13])[CH3:12])=[O:9])[CH2:4][CH2:3]1.P([O-])([O-])(O)=O.[Na+].[Na+].[Br:22]Br. (7) Given the product [CH3:39][C@@:29]1([C:27]([NH:26][C:23]2[CH:22]=[CH:21][C:20]([C:18]3[CH:17]=[CH:16][N:15]=[C:14]([NH:13][C:10]4[CH:9]=[CH:8][C:7]([N:1]5[CH2:6][CH2:5][O:4][CH2:3][CH2:2]5)=[CH:12][CH:11]=4)[N:19]=3)=[CH:25][CH:24]=2)=[O:28])[CH2:33][CH2:32][CH2:31][NH:30]1, predict the reactants needed to synthesize it. The reactants are: [N:1]1([C:7]2[CH:12]=[CH:11][C:10]([NH:13][C:14]3[N:19]=[C:18]([C:20]4[CH:25]=[CH:24][C:23]([NH:26][C:27]([CH:29]5[CH2:33][CH2:32][CH2:31][N:30]5C([O-])=O)=[O:28])=[CH:22][CH:21]=4)[CH:17]=[CH:16][N:15]=3)=[CH:9][CH:8]=2)[CH2:6][CH2:5][O:4][CH2:3][CH2:2]1.Cl.O1CCOC[CH2:39]1.